This data is from HIV replication inhibition screening data with 41,000+ compounds from the AIDS Antiviral Screen. The task is: Binary Classification. Given a drug SMILES string, predict its activity (active/inactive) in a high-throughput screening assay against a specified biological target. (1) The compound is CCCCCCCCCCCCCCCC(=O)Nc1ccn(C2CSC(COP(=O)(O)OC3CC(n4ccc(NC(=O)CCCCCCCCCCCCCCC)nc4=O)OC3CO)O2)c(=O)n1. The result is 1 (active). (2) The compound is CC(C)C(Cl)=NOC(=O)Nc1cccc(C(F)(F)F)c1. The result is 0 (inactive). (3) The drug is CC(Oc1ccc2c(-c3ccccc3)cc(=O)oc2c1)C(=O)O. The result is 0 (inactive). (4) The compound is COC(=O)CCC(NC(=O)C(C)NC(=O)COC1C(O)C(COC(=O)CCCCCCCCCCNC(=O)c2ccc([N+](=O)[O-])c3[nH]c4cc(Br)ccc4c(=O)c23)OC(OCc2ccccc2)C1NC(C)=O)C(N)=O. The result is 0 (inactive). (5) The result is 0 (inactive). The molecule is O=[N+]([O-])c1ccc(NC(=S)NN=C(c2ccccc2)c2ccccn2)cc1. (6) The result is 0 (inactive). The molecule is CC(=O)C1C(OC(=O)CCC(C)COC2OC(CO)C(O)C(O)C2O)CC2C3CC=C4CC(OC5OC(CO)C(OC6OC(C)C(O)C(O)C6O)C(O)C5OC5OC(C)C(O)C(O)C5O)CCC4(C)C3CCC21C. (7) The result is 0 (inactive). The molecule is CCC(=O)N=c1sc(SCc2ccccc2)nn1C(=O)SC.CSC(=O)N=c1sc(SCc2ccccc2)nn1C(=O)SC.